This data is from Catalyst prediction with 721,799 reactions and 888 catalyst types from USPTO. The task is: Predict which catalyst facilitates the given reaction. (1) Reactant: [F:1][C:2]1[CH:24]=[C:23]([F:25])[CH:22]=[C:21]([F:26])[C:3]=1[C:4]([NH:6][C:7]1[CH:12]=[CH:11][CH:10]=[C:9]([C:13]([CH:15]2[CH2:20][CH2:19][NH:18][CH2:17][CH2:16]2)=[O:14])[N:8]=1)=[O:5].[CH:27](=O)[CH3:28].C([BH3-])#N.[Na+].FC(F)(F)C(O)=O. Product: [F:26][C:21]1[CH:22]=[C:23]([F:25])[CH:24]=[C:2]([F:1])[C:3]=1[C:4]([NH:6][C:7]1[CH:12]=[CH:11][CH:10]=[C:9]([C:13]([CH:15]2[CH2:16][CH2:17][N:18]([CH2:27][CH3:28])[CH2:19][CH2:20]2)=[O:14])[N:8]=1)=[O:5]. The catalyst class is: 5. (2) Reactant: Cl[C:2]1[N:7]=[C:6]([NH:8][C:9]2[CH:10]=[C:11]([NH:16][C:17](=[O:29])[C:18]3[CH:23]=[CH:22][CH:21]=[C:20]([C:24]([C:27]#[N:28])([CH3:26])[CH3:25])[CH:19]=3)[CH:12]=[CH:13][C:14]=2[CH3:15])[CH:5]=[CH:4][N:3]=1.[CH3:30][O:31][C:32]1[CH:33]=[N:34][CH:35]=[C:36](B2OC(C)(C)C(C)(C)O2)[CH:37]=1.C(=O)([O-])[O-].[K+].[K+]. Product: [C:27]([C:24]([C:20]1[CH:19]=[C:18]([CH:23]=[CH:22][CH:21]=1)[C:17]([NH:16][C:11]1[CH:12]=[CH:13][C:14]([CH3:15])=[C:9]([NH:8][C:6]2[CH:5]=[CH:4][N:3]=[C:2]([C:36]3[CH:35]=[N:34][CH:33]=[C:32]([O:31][CH3:30])[CH:37]=3)[N:7]=2)[CH:10]=1)=[O:29])([CH3:26])[CH3:25])#[N:28]. The catalyst class is: 38. (3) Reactant: [F:1][C:2]1[CH:7]=[CH:6][C:5]([C:8]2[O:12][N:11]=[C:10]([C:13]([NH:15][CH2:16][CH2:17][C:18]([OH:20])=O)=[O:14])[CH:9]=2)=[CH:4][CH:3]=1.CN(C(ON1N=NC2C=CC=NC1=2)=[N+](C)C)C.F[P-](F)(F)(F)(F)F.[CH3:45][N:46]1[CH2:51][CH2:50][NH:49][CH2:48][CH2:47]1.CCN(C(C)C)C(C)C. Product: [F:1][C:2]1[CH:3]=[CH:4][C:5]([C:8]2[O:12][N:11]=[C:10]([C:13]([NH:15][CH2:16][CH2:17][C:18]([N:49]3[CH2:50][CH2:51][N:46]([CH3:45])[CH2:47][CH2:48]3)=[O:20])=[O:14])[CH:9]=2)=[CH:6][CH:7]=1. The catalyst class is: 3. (4) Reactant: [C:1]([C:5]1[CH:10]=[CH:9][C:8]([C:11]2[C:19]3[C:14](=[CH:15][CH:16]=[CH:17][CH:18]=3)[NH:13][C:12]=2[C:20]([O:22][CH2:23][C:24]2[CH:29]=[CH:28][CH:27]=[CH:26][CH:25]=2)=[O:21])=[CH:7][CH:6]=1)([CH3:4])([CH3:3])[CH3:2].[Br:30][C:31]1[CH:36]=[CH:35][C:34]([CH3:37])=[C:33]([CH2:38]Cl)[CH:32]=1.C([O-])([O-])=O.[K+].[K+].CCOC(C)=O. Product: [Br:30][C:31]1[CH:36]=[CH:35][C:34]([CH3:37])=[C:33]([CH:32]=1)[CH2:38][N:13]1[C:14]2[C:19](=[CH:18][CH:17]=[CH:16][CH:15]=2)[C:11]([C:8]2[CH:7]=[CH:6][C:5]([C:1]([CH3:4])([CH3:2])[CH3:3])=[CH:10][CH:9]=2)=[C:12]1[C:20]([O:22][CH2:23][C:24]1[CH:29]=[CH:28][CH:27]=[CH:26][CH:25]=1)=[O:21]. The catalyst class is: 3. (5) Product: [C:8]([C:10]1[S:11][C:12]([S:32][CH3:33])=[C:13]([S:15]([C:18]2[CH:19]=[C:20]([C:24]3[CH:29]=[CH:28][C:27]([NH:30][CH2:49][P:44](=[O:43])([OH:46])[OH:45])=[CH:26][C:25]=3[CH3:31])[CH:21]=[CH:22][CH:23]=2)(=[O:16])=[O:17])[CH:14]=1)(=[NH:9])[NH2:7]. The catalyst class is: 80. Reactant: C(OC(=O)[NH:7][C:8]([C:10]1[S:11][C:12]([S:32][CH3:33])=[C:13]([S:15]([C:18]2[CH:19]=[C:20]([C:24]3[CH:29]=[CH:28][C:27]([NH2:30])=[CH:26][C:25]=3[CH3:31])[CH:21]=[CH:22][CH:23]=2)(=[O:17])=[O:16])[CH:14]=1)=[NH:9])(C)(C)C.C(=O)([O-])[O-].[Cs+].[Cs+].C([O:43][P:44]([CH2:49]OS(C(F)(F)F)(=O)=O)([O:46]CC)=[O:45])C. (6) Reactant: [NH2:1][CH2:2][CH:3]1[CH2:8][CH2:7][N:6]([C:9]([C:11]2[CH:16]=[CH:15][C:14]([C:17]3[CH:18]=[CH:19][C:20]4[N:21]([C:23]([C:26]5[CH:33]=[CH:32][C:29]([C:30]#[N:31])=[CH:28][CH:27]=5)=[CH:24][N:25]=4)[N:22]=3)=[CH:13][CH:12]=2)=[O:10])[CH2:5][CH2:4]1.[C:34](OC(=O)C)(=[O:36])[CH3:35].C(N(CC)CC)C. Product: [C:30]([C:29]1[CH:28]=[CH:27][C:26]([C:23]2[N:21]3[N:22]=[C:17]([C:14]4[CH:15]=[CH:16][C:11]([C:9]([N:6]5[CH2:5][CH2:4][CH:3]([CH2:2][NH:1][C:34](=[O:36])[CH3:35])[CH2:8][CH2:7]5)=[O:10])=[CH:12][CH:13]=4)[CH:18]=[CH:19][C:20]3=[N:25][CH:24]=2)=[CH:33][CH:32]=1)#[N:31]. The catalyst class is: 2. (7) Reactant: [CH3:1][C:2]1[C:3]([N+:14]([O-])=O)=[C:4]([CH:11]=[CH:12][CH:13]=1)[C:5]([NH:7][CH:8]([CH3:10])[CH3:9])=[O:6].[H][H]. Product: [NH2:14][C:3]1[C:2]([CH3:1])=[CH:13][CH:12]=[CH:11][C:4]=1[C:5]([NH:7][CH:8]([CH3:10])[CH3:9])=[O:6]. The catalyst class is: 29. (8) Reactant: O=P(Cl)(Cl)Cl.[CH2:6]([O:12][C:13]1[C:22]2[C:17](=[CH:18][CH:19]=[CH:20][CH:21]=2)[CH:16]=[CH:15][CH:14]=1)[CH2:7][CH2:8][CH2:9][CH2:10][CH3:11].[C:23](O[Na])(C)=[O:24].O. Product: [CH2:6]([O:12][C:13]1[C:22]2[C:17](=[CH:18][CH:19]=[CH:20][CH:21]=2)[C:16]([CH:23]=[O:24])=[CH:15][CH:14]=1)[CH2:7][CH2:8][CH2:9][CH2:10][CH3:11]. The catalyst class is: 3. (9) Reactant: [CH3:1][C:2]1[CH:8]=[C:7]([CH3:9])[C:6]([SH:10])=[CH:5][C:3]=1[NH2:4].[F:11][C:12]([F:16])([F:15])[CH2:13]I.C(=O)([O-])[O-].[K+].[K+].C(S([O-])=O)O.[Na+]. Product: [CH3:1][C:2]1[CH:8]=[C:7]([CH3:9])[C:6]([S:10][CH2:13][C:12]([F:16])([F:15])[F:11])=[CH:5][C:3]=1[NH2:4]. The catalyst class is: 145. (10) Reactant: [F:1][C:2]1[CH:7]=[CH:6][C:5]([N:8]2[C@@H:12]([CH2:13]O)[CH2:11][CH2:10][C:9]2=[O:15])=[CH:4][CH:3]=1.C1(P(C2C=CC=CC=2)C2C=CC=CC=2)C=CC=CC=1.[NH:35](C(OC(C)(C)C)=O)C(OC(C)(C)C)=O.N(C(OCC)=O)=NC(OCC)=O. Product: [NH2:35][CH2:13][C@@H:12]1[N:8]([C:5]2[CH:6]=[CH:7][C:2]([F:1])=[CH:3][CH:4]=2)[C:9](=[O:15])[CH2:10][CH2:11]1. The catalyst class is: 245.